The task is: Predict the reaction yield, written as a fraction of the theoretical maximum amount of product (1.0 means a 100% yield; for example, 0.34 means a 34% yield).. This data is from Reaction yield outcomes from USPTO patents with 853,638 reactions. (1) The catalyst is C(OCC)(=O)C.O. The yield is 1.00. The reactants are II.C(O)(=O)C.P(=O)(O)(O)O.[NH2:12][C:13]1[CH:18]=[CH:17][C:16]([C:19]([C:21]2[CH:26]=[CH:25][C:24]([Cl:27])=[CH:23][CH:22]=2)=O)=[C:15]([Cl:28])[CH:14]=1. The product is [Cl:28][C:15]1[CH:14]=[C:13]([CH:18]=[CH:17][C:16]=1[CH2:19][C:21]1[CH:26]=[CH:25][C:24]([Cl:27])=[CH:23][CH:22]=1)[NH2:12]. (2) The reactants are N1C=CC=CC=1.[C:7](Cl)(Cl)=[O:8].[N:11]1[CH:16]=[CH:15][C:14]([S:17][C:18]2[CH:24]=[CH:23][C:21]([NH2:22])=[CH:20][CH:19]=2)=[CH:13][CH:12]=1.[CH3:25][O:26][C:27]1[CH:33]=[CH:32][C:31]([C:34]([F:37])([F:36])[F:35])=[CH:30][C:28]=1[NH2:29].[OH-].[Na+]. The catalyst is C(Cl)Cl.C1(C)C=CC=CC=1. The product is [CH3:25][O:26][C:27]1[CH:33]=[CH:32][C:31]([C:34]([F:35])([F:37])[F:36])=[CH:30][C:28]=1[NH:29][C:7]([NH:22][C:21]1[CH:23]=[CH:24][C:18]([S:17][C:14]2[CH:13]=[CH:12][N:11]=[CH:16][CH:15]=2)=[CH:19][CH:20]=1)=[O:8]. The yield is 0.710.